The task is: Regression/Classification. Given a drug SMILES string, predict its toxicity properties. Task type varies by dataset: regression for continuous values (e.g., LD50, hERG inhibition percentage) or binary classification for toxic/non-toxic outcomes (e.g., AMES mutagenicity, cardiotoxicity, hepatotoxicity). Dataset: ames.. This data is from Ames mutagenicity test results for genotoxicity prediction. (1) The compound is CC(C)(C)OCC1CO1. The result is 1 (mutagenic). (2) The compound is CCNC(=O)CCC(N)C(=O)O. The result is 0 (non-mutagenic). (3) The molecule is CCN(CC)c1cc(NC(C)=O)c(N=Nc2ccc([N+](=O)[O-])cc2)cc1OC. The result is 1 (mutagenic). (4) The compound is CC(C)NCC(O)c1ccc(NS(C)(=O)=O)cc1. The result is 0 (non-mutagenic). (5) The drug is CC/C=C/C=C/C=C/C=C/C=C/OCCC. The result is 1 (mutagenic).